Dataset: Full USPTO retrosynthesis dataset with 1.9M reactions from patents (1976-2016). Task: Predict the reactants needed to synthesize the given product. (1) The reactants are: [Cl:1][C:2]1[CH:7]=[C:6]([C:8]([F:11])([F:10])[F:9])[CH:5]=[CH:4][C:3]=1[C:12]#[C:13][C:14]([OH:16])=O.[NH2:17][C:18]1[CH:35]=[CH:34][C:21]([O:22][CH2:23][CH2:24][N:25]2[CH2:30][CH2:29][CH:28]([C:31]([NH2:33])=[O:32])[CH2:27][CH2:26]2)=[C:20]([O:36][CH3:37])[CH:19]=1.ClCCl.CO.N. Given the product [Cl:1][C:2]1[CH:7]=[C:6]([C:8]([F:9])([F:10])[F:11])[CH:5]=[CH:4][C:3]=1[C:12]#[C:13][C:14]([NH:17][C:18]1[CH:35]=[CH:34][C:21]([O:22][CH2:23][CH2:24][N:25]2[CH2:30][CH2:29][CH:28]([C:31]([NH2:33])=[O:32])[CH2:27][CH2:26]2)=[C:20]([O:36][CH3:37])[CH:19]=1)=[O:16], predict the reactants needed to synthesize it. (2) Given the product [Cl:1][C:2]1[CH:3]=[CH:4][C:5]([C:8]2([CH2:18][C:19]#[N:20])[CH2:13][CH2:12][CH2:11][CH2:10][C:9]2=[O:14])=[CH:6][CH:7]=1, predict the reactants needed to synthesize it. The reactants are: [Cl:1][C:2]1[CH:7]=[CH:6][C:5]([CH:8]2[CH2:13][CH2:12][CH2:11][CH2:10][C:9]2=[O:14])=[CH:4][CH:3]=1.[H-].[Na+].Cl[CH2:18][C:19]#[N:20].C(O)C. (3) Given the product [CH2:33]([O:32][C:30](=[O:31])[CH2:29][N:23]1[C:24]2[C:20](=[CH:19][CH:18]=[C:17]([CH2:16][O:15][C:12]3[CH:11]=[CH:10][C:9]([C:5]4[CH:6]=[C:7]([F:8])[C:2]([F:1])=[CH:3][C:4]=4[O:26][CH3:27])=[CH:14][CH:13]=3)[CH:25]=2)[CH:21]=[N:22]1)[CH3:34], predict the reactants needed to synthesize it. The reactants are: [F:1][C:2]1[C:7]([F:8])=[CH:6][C:5]([C:9]2[CH:14]=[CH:13][C:12]([O:15][CH2:16][C:17]3[CH:25]=[C:24]4[C:20]([CH:21]=[N:22][NH:23]4)=[CH:19][CH:18]=3)=[CH:11][CH:10]=2)=[C:4]([O:26][CH3:27])[CH:3]=1.Br[CH2:29][C:30]([O:32][CH2:33][CH3:34])=[O:31].C(=O)([O-])[O-].[Cs+].[Cs+].CCOC(C)=O. (4) Given the product [CH:6]([C:5]1[CH:4]=[CH:3][C:2]([OH:1])=[C:9]([CH2:23][N:20]2[CH2:19][CH2:18][N:17]([C:10]([O:12][C:13]([CH3:16])([CH3:15])[CH3:14])=[O:11])[CH2:22][CH2:21]2)[CH:8]=1)=[O:7], predict the reactants needed to synthesize it. The reactants are: [OH:1][C:2]1[CH:9]=[CH:8][C:5]([CH:6]=[O:7])=[CH:4][CH:3]=1.[C:10]([N:17]1[CH2:22][CH2:21][NH:20][CH2:19][CH2:18]1)([O:12][C:13]([CH3:16])([CH3:15])[CH3:14])=[O:11].[CH2:23]=O. (5) The reactants are: COC(OC)CN.C(OC(=O)C)(=O)C.COC(OC)[CH2:18][NH:19][C:20](=[O:22])[CH3:21].[F:25][C:26]1[CH:27]=[C:28]([S:32]([C:35]2[CH:36]=[CH:37][C:38]3[O:42][CH:41]=[C:40]([CH2:43][CH2:44][NH:45][C:46](=O)OC(C)(C)C)[C:39]=3[CH:53]=2)(=[O:34])=[O:33])[CH:29]=[CH:30][CH:31]=1. Given the product [F:25][C:26]1[CH:27]=[C:28]([S:32]([C:35]2[CH:36]=[CH:37][C:38]3[O:42][C:41]4[CH:46]([CH2:18][NH:19][C:20](=[O:22])[CH3:21])[NH:45][CH2:44][CH2:43][C:40]=4[C:39]=3[CH:53]=2)(=[O:33])=[O:34])[CH:29]=[CH:30][CH:31]=1, predict the reactants needed to synthesize it.